Task: Regression. Given a peptide amino acid sequence and an MHC pseudo amino acid sequence, predict their binding affinity value. This is MHC class II binding data.. Dataset: Peptide-MHC class II binding affinity with 134,281 pairs from IEDB (1) The peptide sequence is HFLLRGPFEASWAIK. The MHC is DRB1_0901 with pseudo-sequence DRB1_0901. The binding affinity (normalized) is 0.562. (2) The peptide sequence is EKKHFAATQFEPLAA. The MHC is DRB1_1001 with pseudo-sequence DRB1_1001. The binding affinity (normalized) is 0.529. (3) The peptide sequence is YGGSWKLEGRWDGEE. The MHC is HLA-DQA10501-DQB10302 with pseudo-sequence HLA-DQA10501-DQB10302. The binding affinity (normalized) is 0.176. (4) The peptide sequence is TEAVQKIATESIVIWGKTPKFRL. The MHC is HLA-DPA10201-DPB11401 with pseudo-sequence HLA-DPA10201-DPB11401. The binding affinity (normalized) is 0.597. (5) The peptide sequence is GELQIVDKIDAAAKI. The MHC is DRB5_0101 with pseudo-sequence DRB5_0101. The binding affinity (normalized) is 0.707. (6) The peptide sequence is SLQYLALVALVAPKK. The MHC is DRB1_1302 with pseudo-sequence DRB1_1302. The binding affinity (normalized) is 0.171. (7) The peptide sequence is AGLLRLLFHDCFANG. The MHC is HLA-DPA10103-DPB10401 with pseudo-sequence HLA-DPA10103-DPB10401. The binding affinity (normalized) is 0.352.